Dataset: Full USPTO retrosynthesis dataset with 1.9M reactions from patents (1976-2016). Task: Predict the reactants needed to synthesize the given product. (1) Given the product [Br:15][C:16]1[CH:26]=[CH:25][CH:24]=[C:23]([N:8]2[CH:7]=[CH:6][C:5]3[C:10](=[CH:11][CH:12]=[C:3]([N:2]([CH3:14])[CH3:1])[CH:4]=3)[C:9]2=[O:13])[C:17]=1[CH2:18][O:19][C:20](=[O:22])[CH3:21], predict the reactants needed to synthesize it. The reactants are: [CH3:1][N:2]([CH3:14])[C:3]1[CH:4]=[C:5]2[C:10](=[CH:11][CH:12]=1)[C:9](=[O:13])[NH:8][CH:7]=[CH:6]2.[Br:15][C:16]1[CH:26]=[CH:25][CH:24]=[C:23](Br)[C:17]=1[CH2:18][O:19][C:20](=[O:22])[CH3:21].C(=O)([O-])[O-].[K+].[K+]. (2) Given the product [NH2:39][C:34]1([C:33]([NH:10][C:11]2[CH:12]=[CH:13][C:14](/[CH:15]=[CH:16]/[C:17]([O:19][CH2:20][CH3:21])=[O:18])=[CH:22][CH:23]=2)=[O:52])[CH2:37][CH2:36][CH2:35]1, predict the reactants needed to synthesize it. The reactants are: CCN(C(C)C)C(C)C.[NH2:10][C:11]1[CH:23]=[CH:22][C:14]([CH:15]=[CH:16][C:17]([O:19][CH2:20][CH3:21])=[O:18])=[CH:13][CH:12]=1.CN(C(ON1N=[N:39][C:34]2[CH:35]=[CH:36][CH:37]=N[C:33]1=2)=[N+](C)C)C.F[P-](F)(F)(F)(F)F.CC([O:52]C)(C)C.